This data is from Full USPTO retrosynthesis dataset with 1.9M reactions from patents (1976-2016). The task is: Predict the reactants needed to synthesize the given product. (1) Given the product [CH3:20][O:21][C:22]1[C:29]([CH:2]2[CH2:11][C:10]([CH3:13])([CH3:12])[C:9]3[C:4](=[CH:5][CH:6]=[C:7]([O:14][CH3:15])[CH:8]=3)[C:3]2=[O:16])=[CH:28][C:27]([O:34][CH3:35])=[CH:26][C:23]=1[C:24]#[N:25], predict the reactants needed to synthesize it. The reactants are: Br[C:2]1[CH2:11][C:10]([CH3:13])([CH3:12])[C:9]2[C:4](=[CH:5][CH:6]=[C:7]([O:14][CH3:15])[CH:8]=2)[C:3]=1[O:16]C(=O)C.[CH3:20][O:21][C:22]1[C:29]([Sn](C)(C)C)=[CH:28][C:27]([O:34][CH3:35])=[CH:26][C:23]=1[C:24]#[N:25].[OH-].[Na+].O. (2) Given the product [CH3:20][C:12]1[CH:17]=[CH:16][C:15]([CH:10]([C:2]2[NH:1][C:5]3=[CH:6][N:7]=[CH:8][CH:9]=[C:4]3[CH:3]=2)[OH:11])=[CH:14][CH:13]=1, predict the reactants needed to synthesize it. The reactants are: [NH:1]1[C:5]2=[CH:6][N:7]=[CH:8][CH:9]=[C:4]2[CH:3]=[C:2]1[CH:10]=[O:11].[C:12]1([CH3:20])[CH:17]=[CH:16][C:15]([Mg]Br)=[CH:14][CH:13]=1. (3) Given the product [NH2:1][C:2]1[C:7](/[CH:8]=[CH:9]/[C:10]([O:12][CH2:13][CH3:14])=[O:11])=[C:6]([O:15][C:16]2[CH:17]=[CH:18][C:19]([NH2:22])=[CH:20][CH:21]=2)[CH:5]=[CH:4][N:3]=1, predict the reactants needed to synthesize it. The reactants are: [NH2:1][C:2]1[C:7](/[CH:8]=[CH:9]/[C:10]([O:12][CH2:13][CH3:14])=[O:11])=[C:6]([O:15][C:16]2[CH:21]=[CH:20][C:19]([N+:22]([O-])=O)=[CH:18][CH:17]=2)[CH:5]=[CH:4][N:3]=1.[Cl-].[NH4+].CN(C)C=O.C(O)C. (4) Given the product [CH2:34]([N:36]([C:45]1[CH:50]=[C:49]([O:51][CH3:52])[CH:48]=[CH:47][C:46]=1[CH:53]1[CH2:62][CH2:61][C:60]2[C:55](=[CH:56][CH:57]=[C:58]([O:63][CH3:64])[CH:59]=2)[CH2:54]1)[CH2:37][C:39]1[CH:44]=[CH:43][CH:42]=[CH:41][N:40]=1)[CH3:35], predict the reactants needed to synthesize it. The reactants are: C(NC1C=C(OC)C=CC=1C1CCC2C(=CC=C(OC)C=2)C1)C.Cl.N1C=CC=CC=1C(Cl)=O.[CH2:34]([N:36]([C:45]1[CH:50]=[C:49]([O:51][CH3:52])[CH:48]=[CH:47][C:46]=1[CH:53]1[CH2:62][CH2:61][C:60]2[C:55](=[CH:56][CH:57]=[C:58]([O:63][CH3:64])[CH:59]=2)[CH2:54]1)[C:37]([C:39]1[CH:44]=[CH:43][CH:42]=[CH:41][N:40]=1)=O)[CH3:35]. (5) Given the product [CH:26]1([CH2:2][CH2:3][C:1]([NH:4][CH:5]2[CH2:6][CH2:7][N:8]([C:11]([O:13][C:14]([CH3:15])([CH3:16])[CH3:17])=[O:12])[CH2:9][CH2:10]2)=[O:30])[CH2:27][CH2:25]1, predict the reactants needed to synthesize it. The reactants are: [CH:1]1([NH:4][CH:5]2[CH2:10][CH2:9][N:8]([C:11]([O:13][C:14]([CH3:17])([CH3:16])[CH3:15])=[O:12])[CH2:7][CH2:6]2)[CH2:3][CH2:2]1.C(N(CC)CC)C.[C:25](Cl)(=O)[CH2:26][CH3:27].[OH2:30]. (6) Given the product [F:1][C:2]1[CH:9]=[C:8]([NH:10][C:11]2[CH:12]=[CH:13][C:14]([N+:17]([O-:19])=[O:18])=[CH:15][CH:16]=2)[CH:7]=[CH:6][C:3]=1[C:4]([NH2:5])=[O:20], predict the reactants needed to synthesize it. The reactants are: [F:1][C:2]1[CH:9]=[C:8]([NH:10][C:11]2[CH:16]=[CH:15][C:14]([N+:17]([O-:19])=[O:18])=[CH:13][CH:12]=2)[CH:7]=[CH:6][C:3]=1[C:4]#[N:5].[OH-:20].[Na+]. (7) The reactants are: [CH:1]1([C:7](=[O:17])[CH2:8][NH:9][C:10](=[O:16])OC(C)(C)C)[CH2:6][CH2:5][CH2:4][CH2:3][CH2:2]1.Cl.Cl.NCC(C1CCCCC1)=O.[Cl:30][C:31]1[CH:36]=[CH:35][C:34]([C:37]2[N:41]([C:42]3[CH:47]=[CH:46][C:45]([Cl:48])=[CH:44][C:43]=3[Cl:49])[N:40]=[C:39](C(O)=O)[C:38]=2[CH3:53])=[CH:33][CH:32]=1.CCN=C=NCCCN(C)C.C1C=CC2N(O)N=NC=2C=1.CN1CCOCC1. Given the product [Cl:30][C:31]1[CH:32]=[CH:33][C:34]([C:37]2[N:41]([C:42]3[CH:47]=[CH:46][C:45]([Cl:48])=[CH:44][C:43]=3[Cl:49])[N:40]=[C:39]([C:10]([NH:9][CH2:8][C:7]([CH:1]3[CH2:2][CH2:3][CH2:4][CH2:5][CH2:6]3)=[O:17])=[O:16])[C:38]=2[CH3:53])=[CH:35][CH:36]=1, predict the reactants needed to synthesize it. (8) Given the product [NH2:1][C:2]1[CH:7]=[C:6]([CH2:8][S:9][C:10]2[C:15]([C:16]([N:18]([CH2:35][C:34]([O:33][C:29]([CH3:32])([CH3:31])[CH3:30])=[O:37])[C:19]3[CH:24]=[C:23]([CH3:25])[CH:22]=[C:21]([CH3:26])[CH:20]=3)=[O:17])=[CH:14][CH:13]=[CH:12][N:11]=2)[CH:5]=[CH:4][N:3]=1, predict the reactants needed to synthesize it. The reactants are: [NH2:1][C:2]1[CH:7]=[C:6]([CH2:8][S:9][C:10]2[C:15]([C:16]([NH:18][C:19]3[CH:24]=[C:23]([CH3:25])[CH:22]=[C:21]([CH3:26])[CH:20]=3)=[O:17])=[CH:14][CH:13]=[CH:12][N:11]=2)[CH:5]=[CH:4][N:3]=1.[H-].[Na+].[C:29]([O:33][C:34](=[O:37])[CH2:35]Br)([CH3:32])([CH3:31])[CH3:30].